Dataset: Catalyst prediction with 721,799 reactions and 888 catalyst types from USPTO. Task: Predict which catalyst facilitates the given reaction. (1) Reactant: [NH2:1][CH2:2][CH2:3][NH:4][S:5]([C:8]1[CH:13]=[CH:12][C:11]([C:14]2[CH:19]=[CH:18][N:17]=[C:16]3[NH:20][C:21]([CH2:23][CH3:24])=[CH:22][C:15]=23)=[CH:10][CH:9]=1)(=[O:7])=[O:6].[ClH:25]. Product: [ClH:25].[NH2:1][CH2:2][CH2:3][NH:4][S:5]([C:8]1[CH:9]=[CH:10][C:11]([C:14]2[CH:19]=[CH:18][N:17]=[C:16]3[NH:20][C:21]([CH2:23][CH3:24])=[CH:22][C:15]=23)=[CH:12][CH:13]=1)(=[O:6])=[O:7]. The catalyst class is: 41. (2) Reactant: [F:1][C:2]([F:33])([F:32])[C:3]1[CH:8]=[C:7]([C:9]2[CH:14]=[CH:13][C:12]([C:15]([F:18])([F:17])[F:16])=[CH:11][CH:10]=2)[N:6]=[C:5]([C:19]2[CH:20]=[C:21]([C:25]3[CH:30]=[CH:29][CH:28]=[C:27]([NH2:31])[CH:26]=3)[CH:22]=[CH:23][CH:24]=2)[N:4]=1.C(N(CC)CC)C.[CH3:41][S:42](Cl)(=[O:44])=[O:43].C([O-])(O)=O.[Na+]. Product: [F:33][C:2]([F:1])([F:32])[C:3]1[CH:8]=[C:7]([C:9]2[CH:14]=[CH:13][C:12]([C:15]([F:18])([F:17])[F:16])=[CH:11][CH:10]=2)[N:6]=[C:5]([C:19]2[CH:20]=[C:21]([C:25]3[CH:30]=[CH:29][CH:28]=[C:27]([NH:31][S:42]([CH3:41])(=[O:44])=[O:43])[CH:26]=3)[CH:22]=[CH:23][CH:24]=2)[N:4]=1. The catalyst class is: 4. (3) Reactant: [Cl:1][CH2:2][CH2:3][CH2:4][CH2:5][O:6][C:7]1[CH:12]=[CH:11][C:10]([N+:13]([O-:15])=[O:14])=[CH:9][CH:8]=1.Cl[CH2:17][S:18]([C:21]1[C:30]2[C:25](=[CH:26][CH:27]=[CH:28][CH:29]=2)[CH:24]=[CH:23][CH:22]=1)(=[O:20])=[O:19].CC(C)([O-])C.[K+].Cl. Product: [Cl:1][CH2:2][CH2:3][CH2:4][CH2:5][O:6][C:7]1[CH:12]=[CH:11][C:10]([N+:13]([O-:15])=[O:14])=[C:9]([CH2:17][S:18]([C:21]2[C:30]3[C:25](=[CH:26][CH:27]=[CH:28][CH:29]=3)[CH:24]=[CH:23][CH:22]=2)(=[O:19])=[O:20])[CH:8]=1. The catalyst class is: 1.